Task: Predict the product of the given reaction.. Dataset: Forward reaction prediction with 1.9M reactions from USPTO patents (1976-2016) (1) Given the reactants [NH2:1][C:2]1[CH:3]=[N:4][CH:5]=[C:6]([CH:10]=1)[C:7]([OH:9])=O.Cl.[NH2:12][C:13]1([C:16]([O:18][CH2:19][C:20]2[CH:25]=[CH:24][CH:23]=[CH:22][CH:21]=2)=[O:17])[CH2:15][CH2:14]1, predict the reaction product. The product is: [NH2:1][C:2]1[CH:10]=[C:6]([C:7]([NH:12][C:13]2([C:16]([O:18][CH2:19][C:20]3[CH:25]=[CH:24][CH:23]=[CH:22][CH:21]=3)=[O:17])[CH2:15][CH2:14]2)=[O:9])[CH:5]=[N:4][CH:3]=1. (2) Given the reactants Br[CH2:2][CH2:3][CH2:4][N:5]1[C:9]2[CH:10]=[CH:11][CH:12]=[CH:13][C:8]=2[N:7]([C:14]2[CH:19]=[CH:18][C:17]([F:20])=[CH:16][C:15]=2[F:21])[S:6]1(=[O:23])=[O:22].[CH3:24][NH2:25], predict the reaction product. The product is: [F:21][C:15]1[CH:16]=[C:17]([F:20])[CH:18]=[CH:19][C:14]=1[N:7]1[C:8]2[CH:13]=[CH:12][CH:11]=[CH:10][C:9]=2[N:5]([CH2:4][CH2:3][CH2:2][NH:25][CH3:24])[S:6]1(=[O:23])=[O:22]. (3) Given the reactants [Cl-:1].[OH:2][CH2:3][P+:4](CO)([CH2:7][OH:8])[CH2:5][OH:6].[CH:11]([OH:14])(C)C.[OH-].[K+:16], predict the reaction product. The product is: [OH:2][CH2:3][P:4]([CH2:7][OH:8])[CH2:5][OH:6].[CH2:11]=[O:14].[Cl-:1].[K+:16]. (4) Given the reactants [CH:1]1([O:6][C:7]2[CH:12]=[CH:11][C:10]([F:13])=[CH:9][C:8]=2[N:14]2[CH2:19][CH2:18][N:17]([CH2:20][CH:21]([OH:34])[CH2:22][N:23]3[C:31](=[O:32])[CH:30]4[CH:25]([CH2:26][CH:27]=[CH:28][CH2:29]4)[C:24]3=[O:33])[CH2:16][CH2:15]2)[CH2:5][CH2:4][CH2:3][CH2:2]1.[Cr](Cl)([O-])(=O)=O.[NH+]1C=CC=CC=1, predict the reaction product. The product is: [CH:1]1([O:6][C:7]2[CH:12]=[CH:11][C:10]([F:13])=[CH:9][C:8]=2[N:14]2[CH2:19][CH2:18][N:17]([CH2:20][C:21](=[O:34])[CH2:22][N:23]3[C:31](=[O:32])[CH:30]4[CH:25]([CH2:26][CH:27]=[CH:28][CH2:29]4)[C:24]3=[O:33])[CH2:16][CH2:15]2)[CH2:5][CH2:4][CH2:3][CH2:2]1. (5) Given the reactants ClC(Cl)OC.[CH3:6][C:7]1[C:11]([CH2:12][C:13]([OH:15])=[O:14])=[C:10]([C:16]2[CH:21]=[CH:20][CH:19]=[CH:18][CH:17]=2)[N:9]([C:22]2[CH:23]=[N:24][CH:25]=[CH:26][C:27]=2[CH3:28])[N:8]=1.[CH:29]1([CH2:32]O)[CH2:31][CH2:30]1, predict the reaction product. The product is: [CH3:6][C:7]1[C:11]([CH2:12][C:13]([O:15][CH2:32][CH:29]2[CH2:31][CH2:30]2)=[O:14])=[C:10]([C:16]2[CH:21]=[CH:20][CH:19]=[CH:18][CH:17]=2)[N:9]([C:22]2[CH:23]=[N:24][CH:25]=[CH:26][C:27]=2[CH3:28])[N:8]=1. (6) Given the reactants [F:1][C:2]1[CH:7]=[CH:6][C:5]([N:8]2[C:12]3[CH:13]=[N:14][CH:15]=[C:16]([C:17]([OH:19])=O)[C:11]=3[CH:10]=[N:9]2)=[CH:4][CH:3]=1.CCN(C(C)C)C(C)C.CN(C(ON1N=NC2C=CC=NC1=2)=[N+](C)C)C.F[P-](F)(F)(F)(F)F.Cl.[CH3:54][S:55]([C:58]1[CH:63]=[C:62]([C@@H:64]([NH2:66])[CH3:65])[CH:61]=[CH:60][N:59]=1)(=[O:57])=[O:56].C(=O)(O)[O-].[Na+], predict the reaction product. The product is: [CH3:54][S:55]([C:58]1[CH:63]=[C:62]([C@@H:64]([NH:66][C:17]([C:16]2[C:11]3[CH:10]=[N:9][N:8]([C:5]4[CH:4]=[CH:3][C:2]([F:1])=[CH:7][CH:6]=4)[C:12]=3[CH:13]=[N:14][CH:15]=2)=[O:19])[CH3:65])[CH:61]=[CH:60][N:59]=1)(=[O:57])=[O:56].